From a dataset of Catalyst prediction with 721,799 reactions and 888 catalyst types from USPTO. Predict which catalyst facilitates the given reaction. (1) Reactant: [NH:1]1[CH2:6][CH2:5][CH2:4][CH2:3][CH2:2]1.CN(C=O)C.[F:12][C:13]1[CH:18]=[C:17]([N:19]([CH2:26][C:27]2[C:36]([CH3:37])=[C:35]3[C:30]([CH2:31][CH2:32][CH2:33][N:34]3[CH2:38][CH2:39]OS(C)(=O)=O)=[CH:29][CH:28]=2)[C:20](=[O:25])[C:21]([F:24])([F:23])[F:22])[CH:16]=[CH:15][C:14]=1[CH2:45][CH2:46][C:47]([O:49][CH2:50][CH3:51])=[O:48].[I-].[K+]. Product: [F:12][C:13]1[CH:18]=[C:17]([N:19]([CH2:26][C:27]2[C:36]([CH3:37])=[C:35]3[C:30]([CH2:31][CH2:32][CH2:33][N:34]3[CH2:38][CH2:39][N:1]3[CH2:6][CH2:5][CH2:4][CH2:3][CH2:2]3)=[CH:29][CH:28]=2)[C:20](=[O:25])[C:21]([F:22])([F:23])[F:24])[CH:16]=[CH:15][C:14]=1[CH2:45][CH2:46][C:47]([O:49][CH2:50][CH3:51])=[O:48]. The catalyst class is: 6. (2) Reactant: [NH2:1][CH2:2][CH2:3][CH2:4][CH2:5][OH:6].[CH3:7][C:8]([CH3:10])=O. Product: [CH:8]([NH:1][CH2:2][CH2:3][CH2:4][CH2:5][OH:6])([CH3:10])[CH3:7]. The catalyst class is: 865. (3) Reactant: [CH3:1][O:2][C:3]1[CH:8]=[C:7]([O:9][CH3:10])[CH:6]=[CH:5][C:4]=1[C:11]1[NH:19][C:14]2=[N:15][CH:16]=[CH:17][CH:18]=[C:13]2[N:12]=1.[CH3:20][O:21]C(Cl)Cl. Product: [N:12]1[C:13]2[C:14](=[N:15][CH:16]=[CH:17][CH:18]=2)[NH:19][C:11]=1[C:4]1[C:3]([O:2][CH3:1])=[CH:8][C:7]([O:9][CH3:10])=[C:6]([CH:5]=1)[CH:20]=[O:21]. The catalyst class is: 388. (4) Reactant: [NH2:1][C@@H:2]1[CH2:7][CH2:6][CH2:5][CH2:4][C@@H:3]1[C:8]([NH2:10])=[O:9].[Cl:11][C:12]1[CH:17]=[CH:16][C:15]([S:18](Cl)(=[O:20])=[O:19])=[CH:14][CH:13]=1.C(N(CC)CC)C.Cl. Product: [Cl:11][C:12]1[CH:17]=[CH:16][C:15]([S:18]([NH:1][C@@H:2]2[CH2:7][CH2:6][CH2:5][CH2:4][C@@H:3]2[C:8]([NH2:10])=[O:9])(=[O:20])=[O:19])=[CH:14][CH:13]=1. The catalyst class is: 139. (5) Product: [Cl:11][C:12]1[CH:13]=[C:14]([S:43]([NH:46][C:9](=[O:10])[NH:8][CH:5]([CH3:7])[CH3:6])(=[O:45])=[O:44])[CH:15]=[CH:16][C:17]=1[CH2:18][S:19][C:20]1[N:21]([C:36]2[CH:41]=[CH:40][C:39]([F:42])=[CH:38][CH:37]=2)[C:22]([C:25]([C:28]2[CH:33]=[CH:32][C:31]([Cl:34])=[C:30]([Cl:35])[CH:29]=2)([CH3:27])[CH3:26])=[CH:23][N:24]=1. The catalyst class is: 11. Reactant: [Cl-].[Cl-].[Cl-].[Al+3].[CH:5]([N:8]=[C:9]=[O:10])([CH3:7])[CH3:6].[Cl:11][C:12]1[CH:13]=[C:14]([S:43]([NH2:46])(=[O:45])=[O:44])[CH:15]=[CH:16][C:17]=1[CH2:18][S:19][C:20]1[N:21]([C:36]2[CH:41]=[CH:40][C:39]([F:42])=[CH:38][CH:37]=2)[C:22]([C:25]([C:28]2[CH:33]=[CH:32][C:31]([Cl:34])=[C:30]([Cl:35])[CH:29]=2)([CH3:27])[CH3:26])=[CH:23][N:24]=1.